From a dataset of Forward reaction prediction with 1.9M reactions from USPTO patents (1976-2016). Predict the product of the given reaction. (1) Given the reactants [I:1][C:2]1[CH:7]=[C:6]([O:8][CH3:9])[C:5]([O:10][CH:11]([CH3:13])[CH3:12])=[CH:4][C:3]=1[CH:14]([OH:16])[CH3:15], predict the reaction product. The product is: [I:1][C:2]1[CH:7]=[C:6]([O:8][CH3:9])[C:5]([O:10][CH:11]([CH3:13])[CH3:12])=[CH:4][C:3]=1[C:14](=[O:16])[CH3:15]. (2) Given the reactants [OH:1][C:2]([CH3:35])([CH3:34])[CH2:3][C@@:4]1([C:28]2[CH:33]=[CH:32][CH:31]=[CH:30][CH:29]=2)[O:9][C:8](=[O:10])[N:7]([C@H:11]([C:13]2[CH:18]=[CH:17][C:16](B3OC(C)(C)C(C)(C)O3)=[CH:15][CH:14]=2)[CH3:12])[CH2:6][CH2:5]1.Br[C:37]1[CH:38]=[N:39][C:40]([N:43]2[CH:47]=[CH:46][N:45]=[CH:44]2)=[N:41][CH:42]=1.C([O-])([O-])=O.[Cs+].[Cs+].O, predict the reaction product. The product is: [N:43]1([C:40]2[N:39]=[CH:38][C:37]([C:16]3[CH:15]=[CH:14][C:13]([C@@H:11]([N:7]4[CH2:6][CH2:5][C@:4]([CH2:3][C:2]([OH:1])([CH3:34])[CH3:35])([C:28]5[CH:33]=[CH:32][CH:31]=[CH:30][CH:29]=5)[O:9][C:8]4=[O:10])[CH3:12])=[CH:18][CH:17]=3)=[CH:42][N:41]=2)[CH:47]=[CH:46][N:45]=[CH:44]1. (3) The product is: [CH2:13]([O:12][C:9]1[C:8]([C:17]2[NH:18][C:19](=[O:34])[C:20]3[C:21](=[C:23]([CH2:32][CH3:33])[N:24]([CH:26]4[CH2:29][N:28]([CH2:30][CH3:31])[CH2:27]4)[N:25]=3)[N:22]=2)=[CH:7][C:6]([CH:3]([OH:5])[CH3:4])=[CH:11][N:10]=1)[CH2:14][CH2:15][CH3:16]. Given the reactants [BH4-].[Na+].[C:3]([C:6]1[CH:7]=[C:8]([C:17]2[NH:18][C:19](=[O:34])[C:20]3[C:21](=[C:23]([CH2:32][CH3:33])[N:24]([CH:26]4[CH2:29][N:28]([CH2:30][CH3:31])[CH2:27]4)[N:25]=3)[N:22]=2)[C:9]([O:12][CH2:13][CH2:14][CH2:15][CH3:16])=[N:10][CH:11]=1)(=[O:5])[CH3:4], predict the reaction product.